From a dataset of Reaction yield outcomes from USPTO patents with 853,638 reactions. Predict the reaction yield, written as a fraction of the theoretical maximum amount of product (1.0 means a 100% yield; for example, 0.34 means a 34% yield). (1) The reactants are Br[C:2]1[C:3]([NH2:22])=[N:4][CH:5]=[C:6]([C:8]2[CH:13]=[CH:12][C:11]([O:14][Si:15]([C:18]([CH3:21])([CH3:20])[CH3:19])([CH3:17])[CH3:16])=[CH:10][CH:9]=2)[N:7]=1.[S:23]1[CH:27]=[CH:26][C:25](B(O)O)=[CH:24]1.C([O-])([O-])=O.[Na+].[Na+].O. The catalyst is C1(C)C=CC=CC=1.C(O)C.Cl[Pd](Cl)([P](C1C=CC=CC=1)(C1C=CC=CC=1)C1C=CC=CC=1)[P](C1C=CC=CC=1)(C1C=CC=CC=1)C1C=CC=CC=1. The product is [Si:15]([O:14][C:11]1[CH:12]=[CH:13][C:8]([C:6]2[N:7]=[C:2]([C:25]3[CH:26]=[CH:27][S:23][CH:24]=3)[C:3]([NH2:22])=[N:4][CH:5]=2)=[CH:9][CH:10]=1)([C:18]([CH3:21])([CH3:20])[CH3:19])([CH3:17])[CH3:16]. The yield is 0.789. (2) The reactants are [Cl:1][C:2]1[CH:7]=[CH:6][C:5](B(O)O)=[CH:4][CH:3]=1.I[CH2:12][C:13]([F:16])([F:15])[F:14].C([N:24]1[C:29](=[O:30])[C:28](Cl)=[C:27]([C:32]2[CH:37]=[CH:36][C:35]([S:38][CH3:39])=[CH:34][CH:33]=2)[CH:26]=[N:25]1)C1C=CC=CC=1.ClC1C=C(C=CC=1)C(OO)=[O:45]. No catalyst specified. The product is [F:14][C:13]([F:16])([F:15])[CH2:12][N:24]1[C:29](=[O:30])[C:28]([C:5]2[CH:6]=[CH:7][C:2]([Cl:1])=[CH:3][CH:4]=2)=[C:27]([C:32]2[CH:37]=[CH:36][C:35]([S:38]([CH3:39])=[O:45])=[CH:34][CH:33]=2)[CH:26]=[N:25]1. The yield is 0.700. (3) The reactants are S([N:11]1[C:15]2=[N:16][CH:17]=[C:18]([NH:20][NH:21][C:22]([C@@H:24]3[CH2:28][CH2:27][C@H:26]([NH:29][C:30](=[O:36])[O:31][C:32]([CH3:35])([CH3:34])[CH3:33])[CH2:25]3)=O)[N:19]=[C:14]2[CH:13]=[CH:12]1)(C1C=CC(C)=CC=1)(=O)=O.O=S(Cl)Cl.C([O-])([O-])=O.[Na+].[Na+].O. The catalyst is O1CCOCC1.CCOC(C)=O. The product is [C:22]1([C@@H:24]2[CH2:28][CH2:27][C@H:26]([NH:29][C:30](=[O:36])[O:31][C:32]([CH3:35])([CH3:34])[CH3:33])[CH2:25]2)[N:19]2[C:14]3[CH:13]=[CH:12][NH:11][C:15]=3[N:16]=[CH:17][C:18]2=[N:20][N:21]=1. The yield is 0.860. (4) The reactants are C1(P(C2C=CC=CC=2)C2C=CC=CC=2)C=CC=CC=1.N1C=CN=C1.[Br:25]Br.[CH2:27]([C:34]1[CH:41]=[CH:40][CH:39]=[CH:38][C:35]=1[CH2:36]O)[C:28]1[CH:33]=[CH:32][CH:31]=[CH:30][CH:29]=1.Cl. The catalyst is ClCCl. The product is [CH2:27]([C:34]1[CH:41]=[CH:40][CH:39]=[CH:38][C:35]=1[CH2:36][Br:25])[C:28]1[CH:33]=[CH:32][CH:31]=[CH:30][CH:29]=1. The yield is 0.710. (5) The reactants are [F:1][C:2]1[CH:3]=[C:4]([OH:11])[CH:5]=[CH:6][C:7]=1[N+:8]([O-:10])=[O:9].Cl.Cl[CH2:14][C:15]1[CH:19]=[CH:18][N:17]([CH3:20])[N:16]=1.C(=O)([O-])[O-].[K+].[K+].[I-].[K+]. The catalyst is C(#N)C. The product is [F:1][C:2]1[CH:3]=[C:4]([CH:5]=[CH:6][C:7]=1[N+:8]([O-:10])=[O:9])[O:11][CH2:14][C:15]1[CH:19]=[CH:18][N:17]([CH3:20])[N:16]=1. The yield is 0.902. (6) The reactants are C1C=C(Cl)C=C(C(OO)=[O:9])C=1.[CH2:12]([N:16]([C:29]1[CH:34]=[CH:33][CH:32]=[CH:31][CH:30]=1)[S:17]([C:20]1[CH:25]=[CH:24][CH:23]=[CH:22][C:21]=1[N+:26]([O-:28])=[O:27])(=[O:19])=[O:18])[CH2:13][CH:14]=[CH2:15]. The catalyst is C(Cl)(Cl)Cl.O.C([O-])(O)=O.[Na+]. The product is [N+:26]([C:21]1[CH:22]=[CH:23][CH:24]=[CH:25][C:20]=1[S:17]([N:16]([CH2:12][CH2:13][CH:14]1[CH2:15][O:9]1)[C:29]1[CH:34]=[CH:33][CH:32]=[CH:31][CH:30]=1)(=[O:19])=[O:18])([O-:28])=[O:27]. The yield is 0.969. (7) The reactants are [Cl:1][C:2]1[C:3]([NH:15][C:16]2[CH:21]=[CH:20][C:19]([Cl:22])=[CH:18][CH:17]=2)=[N:4][CH:5]=[C:6]([C:8]2[NH:9][CH:10]=[C:11]([CH2:13][CH3:14])[N:12]=2)[CH:7]=1.[H-].[Na+].I[CH2:26][CH2:27][CH3:28]. The catalyst is CN(C=O)C.O. The product is [Cl:1][C:2]1[C:3]([NH:15][C:16]2[CH:21]=[CH:20][C:19]([Cl:22])=[CH:18][CH:17]=2)=[N:4][CH:5]=[C:6]([C:8]2[N:9]([CH2:26][CH2:27][CH3:28])[CH:10]=[C:11]([CH2:13][CH3:14])[N:12]=2)[CH:7]=1. The yield is 0.360.